Dataset: Reaction yield outcomes from USPTO patents with 853,638 reactions. Task: Predict the reaction yield, written as a fraction of the theoretical maximum amount of product (1.0 means a 100% yield; for example, 0.34 means a 34% yield). (1) The reactants are Cl.[OH:2][CH:3]1[O:11][C@H:10]([CH2:12][OH:13])[C@@H:8]([OH:9])[C@H:6]([OH:7])[C@@H:4]1[NH2:5].C[O-].[Na+].Cl[CH2:18][C:19]([O:21]C(=O)CCl)=O.[N-:26]=[N+:27]=[N-:28].[Na+]. The catalyst is CO.CN(C=O)C. The product is [N:26]([CH2:18][C:19]([NH:5][C@H:4]1[C@@H:6]([OH:7])[C@H:8]([OH:9])[C@@H:10]([CH2:12][OH:13])[O:11][CH:3]1[OH:2])=[O:21])=[N+:27]=[N-:28]. The yield is 0.590. (2) The reactants are C(O[C:4]([C@H:6]1[C@@H:11]([N:12]([C:18](=[O:33])[CH2:19][C:20]2[NH:25][C:24]3[CH:26]=[CH:27][C:28]([I:30])=[CH:29][C:23]=3[S:22](=[O:32])(=[O:31])[N:21]=2)[CH2:13][CH2:14][CH:15]([CH3:17])[CH3:16])[C@H:10]2[CH2:34][C@@H:7]1[CH2:8][CH2:9]2)=[O:5])C.[O-]CC.[Na+].Cl. The catalyst is C(O)C. The product is [OH:5][C:4]1[C@H:6]2[C@H:11]([C@H:10]3[CH2:34][C@@H:7]2[CH2:8][CH2:9]3)[N:12]([CH2:13][CH2:14][CH:15]([CH3:17])[CH3:16])[C:18](=[O:33])[C:19]=1[C:20]1[NH:25][C:24]2[CH:26]=[CH:27][C:28]([I:30])=[CH:29][C:23]=2[S:22](=[O:32])(=[O:31])[N:21]=1. The yield is 0.403. (3) The reactants are [Cl:1][C:2]1[CH:3]=[C:4]([S:8]([C:11]2[N:12]=[N:13][C:14]([O:17]C)=[CH:15][CH:16]=2)(=[O:10])=[O:9])[CH:5]=[CH:6][CH:7]=1.Cl. The catalyst is O1CCOCC1. The product is [Cl:1][C:2]1[CH:3]=[C:4]([S:8]([C:11]2[CH:16]=[CH:15][C:14](=[O:17])[NH:13][N:12]=2)(=[O:10])=[O:9])[CH:5]=[CH:6][CH:7]=1. The yield is 0.380. (4) The reactants are [C:1]1([OH:7])[CH:6]=[CH:5][CH:4]=[CH:3][CH:2]=1.[C:8](O)(=[O:10])[CH3:9].O.C1(C)C=CC(S(O)(=O)=O)=CC=1.C(N(CC)CC)C. The catalyst is C1(C)C=CC=CC=1. The product is [C:8]([O:7][C:1]1[CH:6]=[CH:5][CH:4]=[CH:3][CH:2]=1)(=[O:10])[CH3:9]. The yield is 0.900. (5) The reactants are [CH2:1]([C:3]1[CH:8]=[CH:7][C:6]([C:9]2[CH:14]=[C:13](O)[N:12]3[N:16]=[CH:17][C:18]([C:19]([O:21][CH2:22][CH3:23])=[O:20])=[C:11]3[N:10]=2)=[CH:5][CH:4]=1)[CH3:2].P(Cl)(Cl)([Cl:26])=O.O.C([O-])([O-])=O.[Na+].[Na+]. The catalyst is C(Cl)Cl. The product is [Cl:26][C:13]1[N:12]2[N:16]=[CH:17][C:18]([C:19]([O:21][CH2:22][CH3:23])=[O:20])=[C:11]2[N:10]=[C:9]([C:6]2[CH:7]=[CH:8][C:3]([CH2:1][CH3:2])=[CH:4][CH:5]=2)[CH:14]=1. The yield is 0.370. (6) The reactants are [CH3:1][O:2][C:3]1[CH:4]=[C:5]2[C:10](=[CH:11][C:12]=1[O:13][CH2:14][CH2:15][CH2:16][S:17]([CH3:20])(=[O:19])=[O:18])[N:9]=[CH:8][N:7](COC(=O)C(C)(C)C)[C:6]2=[O:29].[OH-].[Na+].CC1C=CC(COC(NNC(C2C=NC=CN=2)=O)=O)=CC=1.Cl. The catalyst is CO.O. The product is [CH3:1][O:2][C:3]1[CH:4]=[C:5]2[C:10](=[CH:11][C:12]=1[O:13][CH2:14][CH2:15][CH2:16][S:17]([CH3:20])(=[O:19])=[O:18])[N:9]=[CH:8][NH:7][C:6]2=[O:29]. The yield is 0.900. (7) The reactants are C(Cl)CCl.[NH2:5][C:6]1[N:11]=[CH:10][C:9]([CH:12]=[CH:13][C:14]([OH:16])=O)=[CH:8][CH:7]=1.[CH3:17][NH:18][CH2:19][C:20]1[NH:21][C:22]2[C:27]([CH:28]=1)=[CH:26][CH:25]=[CH:24][CH:23]=2.C1C=CC2N(O)N=NC=2C=1.O.C(N(C(C)C)CC)(C)C. The catalyst is CN(C=O)C. The product is [NH2:5][C:6]1[N:11]=[CH:10][C:9](/[CH:12]=[CH:13]/[C:14]([N:18]([CH2:19][C:20]2[NH:21][C:22]3[C:27]([CH:28]=2)=[CH:26][CH:25]=[CH:24][CH:23]=3)[CH3:17])=[O:16])=[CH:8][CH:7]=1. The yield is 0.680. (8) The reactants are [Si]([O:8][CH2:9][C:10]1([CH3:36])[S:16][CH2:15][CH2:14][N:13]2[C:17]([C:20]3([C:23]4[CH:28]=[CH:27][C:26]([C:29]5[C:30]([CH3:35])=[N:31][CH:32]=[CH:33][CH:34]=5)=[CH:25][CH:24]=4)[CH2:22][CH2:21]3)=[N:18][N:19]=[C:12]2[CH2:11]1)(C(C)(C)C)(C)C.Cl. The catalyst is CO. The product is [CH3:36][C:10]1([CH2:9][OH:8])[S:16][CH2:15][CH2:14][N:13]2[C:17]([C:20]3([C:23]4[CH:28]=[CH:27][C:26]([C:29]5[C:30]([CH3:35])=[N:31][CH:32]=[CH:33][CH:34]=5)=[CH:25][CH:24]=4)[CH2:22][CH2:21]3)=[N:18][N:19]=[C:12]2[CH2:11]1. The yield is 0.670. (9) The reactants are [F:1][C:2]1[CH:7]=[CH:6][CH:5]=[CH:4][C:3]=1[CH:8]1[N:12](C(OC(C)(C)C)=O)C(=O)[NH:10][C:9]1([CH3:22])[CH3:21].[ClH:23]. The catalyst is C(O)(=O)C. The product is [ClH:23].[ClH:23].[F:1][C:2]1[CH:7]=[CH:6][CH:5]=[CH:4][C:3]=1[CH:8]([NH2:12])[C:9]([CH3:21])([NH2:10])[CH3:22]. The yield is 0.780.